Dataset: Reaction yield outcomes from USPTO patents with 853,638 reactions. Task: Predict the reaction yield, written as a fraction of the theoretical maximum amount of product (1.0 means a 100% yield; for example, 0.34 means a 34% yield). (1) The reactants are [Br:1]N1C(=O)CCC1=O.C1(P(C2C=CC=CC=2)C2C=CC=CC=2)C=CC=CC=1.[F:28][C:29]1[CH:30]=[C:31]([CH2:35][O:36][CH2:37][CH2:38]O)[CH:32]=[CH:33][CH:34]=1. The catalyst is C(Cl)Cl.[Al]. The product is [Br:1][CH2:38][CH2:37][O:36][CH2:35][C:31]1[CH:32]=[CH:33][CH:34]=[C:29]([F:28])[CH:30]=1. The yield is 0.780. (2) The product is [CH3:1][N:2]1[C:10]2[C:5](=[CH:6][CH:7]=[CH:8][CH:9]=2)[C:4]([C:11]2[C:12](=[O:26])[NH:27][C:14](=[O:25])[C:15]=2[C:16]2[CH:21]=[CH:20][CH:19]=[C:18]([N+:22]([O-:24])=[O:23])[CH:17]=2)=[CH:3]1. The yield is 0.750. The reactants are [CH3:1][N:2]1[C:10]2[C:5](=[CH:6][CH:7]=[CH:8][CH:9]=2)[C:4]([C:11]2[C:12](=[O:26])O[C:14](=[O:25])[C:15]=2[C:16]2[CH:21]=[CH:20][CH:19]=[C:18]([N+:22]([O-:24])=[O:23])[CH:17]=2)=[CH:3]1.[NH3:27].O. The catalyst is CN(C=O)C. (3) The reactants are C[Mg]Br.[CH2:4]([N:11]1[CH2:16][CH2:15][C:14](=[O:17])[CH2:13][CH2:12]1)[C:5]1[CH:10]=[CH:9][CH:8]=[CH:7][CH:6]=1.O1CCC[CH2:19]1.[Cl-].[NH4+]. The yield is 0.720. The product is [CH2:4]([N:11]1[CH2:16][CH2:15][C:14]([CH3:19])([OH:17])[CH2:13][CH2:12]1)[C:5]1[CH:6]=[CH:7][CH:8]=[CH:9][CH:10]=1. The catalyst is C(OCC)C. (4) The reactants are [CH3:13][C:12]([O:11][C:9](O[C:9]([O:11][C:12]([CH3:15])([CH3:14])[CH3:13])=[O:10])=[O:10])([CH3:15])[CH3:14].[Br:16][C:17]1[CH:22]=[CH:21][C:20]([N:23]2[C:32](=[O:33])[C:31]3[C:26](=[CH:27][CH:28]=[CH:29][CH:30]=3)[N:25]=[C:24]2[C:34]2[CH:35]=[C:36]3[C:40](=[CH:41][CH:42]=2)[NH:39][CH:38]=[CH:37]3)=[CH:19][CH:18]=1. The catalyst is CN(C1C=CN=CC=1)C.C1COCC1. The product is [Br:16][C:17]1[CH:22]=[CH:21][C:20]([N:23]2[C:32](=[O:33])[C:31]3[C:26](=[CH:27][CH:28]=[CH:29][CH:30]=3)[N:25]=[C:24]2[C:34]2[CH:35]=[C:36]3[C:40](=[CH:41][CH:42]=2)[N:39]([C:9]([O:11][C:12]([CH3:13])([CH3:14])[CH3:15])=[O:10])[CH:38]=[CH:37]3)=[CH:19][CH:18]=1. The yield is 0.810. (5) The reactants are Br[C:2]1[CH:3]=[C:4]([CH:14]=[C:15]([N+:17]([O-:19])=[O:18])[CH:16]=1)[CH2:5][O:6][Si:7]([C:10]([CH3:13])([CH3:12])[CH3:11])([CH3:9])[CH3:8].[B:20]1([B:20]2[O:24][C:23]([CH3:26])([CH3:25])[C:22]([CH3:28])([CH3:27])[O:21]2)[O:24][C:23]([CH3:26])([CH3:25])[C:22]([CH3:28])([CH3:27])[O:21]1.C([O-])(=O)C.[K+]. The catalyst is O1CCOCC1. The product is [C:10]([Si:7]([CH3:9])([CH3:8])[O:6][CH2:5][C:4]1[CH:3]=[C:2]([B:20]2[O:24][C:23]([CH3:26])([CH3:25])[C:22]([CH3:28])([CH3:27])[O:21]2)[CH:16]=[C:15]([N+:17]([O-:19])=[O:18])[CH:14]=1)([CH3:13])([CH3:12])[CH3:11]. The yield is 0.800. (6) The reactants are C(O)(=O)C.[CH:5]([NH2:7])=[NH:6].[F:8][C:9]1[CH:26]=[CH:25][C:12]([C:13]([NH:15][CH:16]([C:21](OC)=[O:22])[C:17](OC)=[O:18])=[O:14])=[CH:11][CH:10]=1.[Na]. The catalyst is C(O)C. The product is [OH:22][C:21]1[C:16]([NH:15][C:13](=[O:14])[C:12]2[CH:25]=[CH:26][C:9]([F:8])=[CH:10][CH:11]=2)=[C:17]([OH:18])[N:7]=[CH:5][N:6]=1. The yield is 0.640.